This data is from Reaction yield outcomes from USPTO patents with 853,638 reactions. The task is: Predict the reaction yield, written as a fraction of the theoretical maximum amount of product (1.0 means a 100% yield; for example, 0.34 means a 34% yield). (1) The reactants are [CH3:1][O:2][C:3]1[CH:4]=[C:5]2[C:10](=[CH:11][C:12]=1[O:13][CH3:14])[N:9]=[CH:8][CH:7]=[C:6]2[O:15][C:16]1[CH:22]=[CH:21][C:19]([NH2:20])=[CH:18][CH:17]=1.Cl[C:24](Cl)([O:26]C(=O)OC(Cl)(Cl)Cl)Cl.[CH3:35][CH2:36][CH:37]([OH:40])[CH2:38][CH3:39].C(=O)(O)[O-].[Na+]. The catalyst is C(Cl)Cl.C(N(CC)CC)C.C1(C)C=CC=CC=1. The product is [CH3:1][O:2][C:3]1[CH:4]=[C:5]2[C:10](=[CH:11][C:12]=1[O:13][CH3:14])[N:9]=[CH:8][CH:7]=[C:6]2[O:15][C:16]1[CH:22]=[CH:21][C:19]([NH:20][C:24](=[O:26])[O:40][CH:37]([CH2:38][CH3:39])[CH2:36][CH3:35])=[CH:18][CH:17]=1. The yield is 0.530. (2) The product is [F:1][C:2]1[CH:11]=[CH:10][C:5]2[S:6][C:7]([CH:20]=[O:21])=[C:8]([CH3:9])[C:4]=2[CH:3]=1. The yield is 0.970. The catalyst is C1COCC1. The reactants are [F:1][C:2]1[CH:11]=[CH:10][C:5]2[S:6][CH:7]=[C:8]([CH3:9])[C:4]=2[CH:3]=1.C([Li])CCC.CN([CH:20]=[O:21])C.[NH4+].[Cl-]. (3) The reactants are Cl[C:2]1[CH:3]=[CH:4][C:5]([N+:9]([O-:11])=[O:10])=[C:6]([CH:8]=1)[NH2:7].[CH3:12][N:13]1[CH2:18][CH2:17][NH:16][CH2:15][CH2:14]1.[Na+].[Cl-]. No catalyst specified. The product is [CH3:12][N:13]1[CH2:18][CH2:17][N:16]([C:2]2[CH:3]=[CH:4][C:5]([N+:9]([O-:11])=[O:10])=[C:6]([CH:8]=2)[NH2:7])[CH2:15][CH2:14]1. The yield is 0.963. (4) The reactants are [CH3:1][O:2][C:3]1[CH:4]=[C:5]2[C:10](=[CH:11][C:12]=1[O:13][CH3:14])[N:9]=[CH:8][CH:7]=[C:6]2[O:15][C:16]1[CH:22]=[CH:21][C:19]([NH2:20])=[C:18]([O:23][CH3:24])[CH:17]=1.C(N(CC)CC)C.ClC(Cl)(O[C:36](=[O:42])OC(Cl)(Cl)Cl)Cl.[CH3:44][C:45]1[N:46]=[C:47]([CH:50]([NH2:52])[CH3:51])[S:48][CH:49]=1. The catalyst is C(Cl)(Cl)Cl. The product is [CH3:1][O:2][C:3]1[CH:4]=[C:5]2[C:10](=[CH:11][C:12]=1[O:13][CH3:14])[N:9]=[CH:8][CH:7]=[C:6]2[O:15][C:16]1[CH:22]=[CH:21][C:19]([NH:20][C:36]([NH:52][CH:50]([C:47]2[S:48][CH:49]=[C:45]([CH3:44])[N:46]=2)[CH3:51])=[O:42])=[C:18]([O:23][CH3:24])[CH:17]=1. The yield is 0.480. (5) The reactants are C(OC(=O)[NH:7][CH2:8][C:9]1[CH:14]=[C:13]([CH:15]=[CH2:16])[C:12]([NH:17][S:18]([CH3:21])(=[O:20])=[O:19])=[C:11]([C:22]([F:25])([F:24])[F:23])[CH:10]=1)(C)(C)C. The catalyst is C(O)(C(F)(F)F)=O.C(Cl)Cl. The product is [NH2:7][CH2:8][C:9]1[CH:14]=[C:13]([CH:15]=[CH2:16])[C:12]([NH:17][S:18]([CH3:21])(=[O:20])=[O:19])=[C:11]([C:22]([F:25])([F:23])[F:24])[CH:10]=1. The yield is 1.00. (6) The reactants are Br[C:2]1[C:3]2[S:31][CH:30]=[C:29]([CH2:32][CH2:33][CH2:34][CH2:35][CH2:36][CH2:37][CH2:38][CH2:39][CH2:40][CH2:41][CH2:42][CH2:43][CH3:44])[C:4]=2[S:5][C:6]=1[C:7]1[S:11][C:10]2[C:12]([CH2:15][CH2:16][CH2:17][CH2:18][CH2:19][CH2:20][CH2:21][CH2:22][CH2:23][CH2:24][CH2:25][CH2:26][CH3:27])=[CH:13][S:14][C:9]=2[C:8]=1Br.[CH2:45]([Li])CCC.Cl[Si:51](Cl)([CH2:60][CH2:61][CH2:62][CH2:63][CH2:64][CH2:65][CH3:66])[CH2:52][CH2:53][CH2:54][CH2:55][CH2:56][CH2:57][CH2:58][CH3:59]. The catalyst is O1CCCC1. The product is [CH2:52]([Si:51]1([CH2:60][CH2:61][CH2:62][CH2:63][CH2:64][CH2:65][CH2:66][CH3:45])[C:8]2[C:9]3[S:14][CH:13]=[C:12]([CH2:15][CH2:16][CH2:17][CH2:18][CH2:19][CH2:20][CH2:21][CH2:22][CH2:23][CH2:24][CH2:25][CH2:26][CH3:27])[C:10]=3[S:11][C:7]=2[C:6]2[S:5][C:4]3[C:29]([CH2:32][CH2:33][CH2:34][CH2:35][CH2:36][CH2:37][CH2:38][CH2:39][CH2:40][CH2:41][CH2:42][CH2:43][CH3:44])=[CH:30][S:31][C:3]=3[C:2]1=2)[CH2:53][CH2:54][CH2:55][CH2:56][CH2:57][CH2:58][CH3:59]. The yield is 0.140. (7) The reactants are C([O:3][C:4]([C:6]1[C:15](=[O:16])[C:14]2[C:9](=[CH:10][CH:11]=[CH:12][C:13]=2[O:17][CH3:18])[NH:8][CH:7]=1)=[O:5])C. The yield is 0.520. The catalyst is [OH-].[Na+]. The product is [CH3:18][O:17][C:13]1[CH:12]=[CH:11][CH:10]=[C:9]2[C:14]=1[C:15](=[O:16])[C:6]([C:4]([OH:5])=[O:3])=[CH:7][NH:8]2. (8) The reactants are C([O:4][CH2:5][C:6]([N:8]1[C@@H:16]([C:17]2[CH:22]=[CH:21][C:20]([O:23][CH3:24])=[CH:19][CH:18]=2)[C@@H:15]2[C:10]([C:11]3[CH:28]=[C:27]([O:29][CH3:30])[CH:26]=[CH:25][C:12]=3[CH2:13][CH2:14]2)=[N:9]1)=[O:7])(=O)C.[OH-].[Na+]. The catalyst is CO.C(OCC)(=O)C. The product is [OH:4][CH2:5][C:6]([N:8]1[C@@H:16]([C:17]2[CH:22]=[CH:21][C:20]([O:23][CH3:24])=[CH:19][CH:18]=2)[C@@H:15]2[C:10]([C:11]3[CH:28]=[C:27]([O:29][CH3:30])[CH:26]=[CH:25][C:12]=3[CH2:13][CH2:14]2)=[N:9]1)=[O:7]. The yield is 0.780. (9) The reactants are [C:1]([O:4][CH2:5][C@@H:6]1[C@@H:11]([O:12][C:13](=[O:15])[CH3:14])[C@H:10]([O:16][C:17](=[O:19])[CH3:18])[C@H:9]([O:20][C:21](=[O:23])[CH3:22])[C@@H:8]([C:24]2[CH:29]=[CH:28][C:27](OS(C(F)(F)F)(=O)=O)=[CH:26][CH:25]=2)[O:7]1)(=[O:3])[CH3:2].CCN(CC)CC.[C:45]([Si:47]([CH3:50])([CH3:49])[CH3:48])#[CH:46]. The catalyst is CN(C=O)C.O.C1C=CC(P(C2C=CC=CC=2)[C-]2C=CC=C2)=CC=1.C1C=CC(P(C2C=CC=CC=2)[C-]2C=CC=C2)=CC=1.Cl[Pd]Cl.[Fe+2].C(Cl)Cl.[Cu]I. The product is [C:13]([O:12][C@H:11]1[C@H:10]([O:16][C:17](=[O:19])[CH3:18])[C@H:9]([O:20][C:21](=[O:23])[CH3:22])[C@@H:8]([C:24]2[CH:25]=[CH:26][C:27]([C:46]#[C:45][Si:47]([CH3:50])([CH3:49])[CH3:48])=[CH:28][CH:29]=2)[O:7][C@@H:6]1[CH2:5][O:4][C:1](=[O:3])[CH3:2])(=[O:15])[CH3:14]. The yield is 0.960. (10) The reactants are Br[C:2]1C=[CH:4][C:5](O)=[C:6]([C:8]2[CH:17]=[CH:16][C:15]3[C:10](=[CH:11][CH:12]=[C:13]([C:18]4[N:22]([CH:23]5[CH2:28][CH2:27][CH2:26][CH2:25][CH2:24]5)[C:21]5[CH:29]=[CH:30][C:31]([C:33]([OH:35])=[O:34])=[CH:32][C:20]=5[N:19]=4)[CH:14]=3)[N:9]=2)[CH:7]=1.[N:37]1C=CC(C(=O)C)=CC=1.[OH-].[K+]. The catalyst is C(O)C. The product is [CH:23]1([N:22]2[C:21]3[CH:29]=[CH:30][C:31]([C:33]([OH:35])=[O:34])=[CH:32][C:20]=3[N:19]=[C:18]2[C:13]2[CH:14]=[C:15]3[C:10](=[CH:11][CH:12]=2)[N:9]=[C:8]([C:6]2[CH:7]=[CH:2][N:37]=[CH:4][CH:5]=2)[CH:17]=[CH:16]3)[CH2:28][CH2:27][CH2:26][CH2:25][CH2:24]1. The yield is 0.620.